Predict which catalyst facilitates the given reaction. From a dataset of Catalyst prediction with 721,799 reactions and 888 catalyst types from USPTO. (1) Reactant: [S:1]1[CH:5]=[N:4][N:3]=[C:2]1[C:6]1[CH:11]=[CH:10][CH:9]=[CH:8][C:7]=1[NH:12][C:13]([C:15]1[CH:20]=[C:19](Cl)[N:18]=[C:17]([C:22]2[CH:27]=[CH:26][CH:25]=[CH:24][CH:23]=2)[N:16]=1)=[O:14].C1COCC1.[CH3:33][N:34]([CH3:38])[CH2:35][CH2:36][NH2:37]. Product: [S:1]1[CH:5]=[N:4][N:3]=[C:2]1[C:6]1[CH:11]=[CH:10][CH:9]=[CH:8][C:7]=1[NH:12][C:13]([C:15]1[CH:20]=[C:19]([NH:37][CH2:36][CH2:35][N:34]([CH3:38])[CH3:33])[N:18]=[C:17]([C:22]2[CH:27]=[CH:26][CH:25]=[CH:24][CH:23]=2)[N:16]=1)=[O:14]. The catalyst class is: 6. (2) Reactant: C([O:9][CH2:10][CH2:11][N:12]1[C:20]2[C:19](Cl)=[N:18][CH:17]=[N:16][C:15]=2[CH:14]=[CH:13]1)(=O)C1C=CC=CC=1.[CH3:22][C:23]1[CH:24]=[C:25]([CH:27]=[CH:28][C:29]=1[O:30][C:31]1[CH:36]=[CH:35][CH:34]=[C:33](/[CH:37]=[CH:38]/[CH:39]([CH3:41])[CH3:40])[CH:32]=1)[NH2:26].[OH-].[Na+]. Product: [CH3:22][C:23]1[CH:24]=[C:25]([NH:26][C:19]2[C:20]3[N:12]([CH2:11][CH2:10][OH:9])[CH:13]=[CH:14][C:15]=3[N:16]=[CH:17][N:18]=2)[CH:27]=[CH:28][C:29]=1[O:30][C:31]1[CH:36]=[CH:35][CH:34]=[C:33](/[CH:37]=[CH:38]/[CH:39]([CH3:40])[CH3:41])[CH:32]=1. The catalyst class is: 32. (3) Reactant: [N+:1]([C:4]1[C:5]([NH2:16])=[N:6][CH:7]=[CH:8][C:9]=1[C:10]1[CH:15]=[CH:14][N:13]=[CH:12][CH:11]=1)([O-])=O. Product: [N:6]1[CH:7]=[CH:8][C:9]([C:10]2[CH:11]=[CH:12][N:13]=[CH:14][CH:15]=2)=[C:4]([NH2:1])[C:5]=1[NH2:16]. The catalyst class is: 19. (4) Reactant: [F:1][C:2]1[C:3]2[CH:4]=[C:5]3[C:14]4[N:15]=[C:16]([Sn](C)(C)C)[CH:17]=[CH:18][C:13]=4[O:12][CH2:11][N:6]3[C:7]=2[CH:8]=[CH:9][CH:10]=1.Br[C:24]1[C:25]([N:44]2[CH2:48][CH2:47][CH2:46][C:45]2=[O:49])=[CH:26][C:27]2[O:31][C:30]([C:32]3[CH:37]=[CH:36][C:35]([F:38])=[CH:34][CH:33]=3)=[C:29]([C:39]([NH:41][CH3:42])=[O:40])[C:28]=2[CH:43]=1. Product: [F:1][C:2]1[C:3]2[CH:4]=[C:5]3[C:14]4[N:15]=[C:16]([C:24]5[C:25]([N:44]6[CH2:48][CH2:47][CH2:46][C:45]6=[O:49])=[CH:26][C:27]6[O:31][C:30]([C:32]7[CH:37]=[CH:36][C:35]([F:38])=[CH:34][CH:33]=7)=[C:29]([C:39]([NH:41][CH3:42])=[O:40])[C:28]=6[CH:43]=5)[CH:17]=[CH:18][C:13]=4[O:12][CH2:11][N:6]3[C:7]=2[CH:8]=[CH:9][CH:10]=1. The catalyst class is: 128. (5) Reactant: C([Li])CCC.Br[C:7]1[CH:8]=[N:9][CH:10]=[C:11]([Br:13])[CH:12]=1.[CH3:14][C:15]1[CH:16]=[N:17][N:18]([CH2:20][C:21]2[CH:28]=[CH:27][C:24]([CH:25]=[O:26])=[CH:23][CH:22]=2)[CH:19]=1. Product: [Br:13][C:11]1[CH:12]=[C:7]([CH:25]([C:24]2[CH:23]=[CH:22][C:21]([CH2:20][N:18]3[CH:19]=[C:15]([CH3:14])[CH:16]=[N:17]3)=[CH:28][CH:27]=2)[OH:26])[CH:8]=[N:9][CH:10]=1. The catalyst class is: 28. (6) Reactant: [CH3:1][C:2]1[O:6][C:5]([C:7]2[CH:8]=[CH:9][C:10]3[O:14][CH:13]=[C:12]([C:15]4[CH:20]=[CH:19][C:18]([OH:21])=[CH:17][CH:16]=4)[C:11]=3[CH:22]=2)=[N:4][N:3]=1.Cl[CH2:24][CH2:25][S:26][CH3:27].[I-].[Na+].C(=O)([O-])[O-].[K+].[K+]. Product: [CH3:1][C:2]1[O:6][C:5]([C:7]2[CH:8]=[CH:9][C:10]3[O:14][CH:13]=[C:12]([C:15]4[CH:16]=[CH:17][C:18]([O:21][CH2:24][CH2:25][S:26][CH3:27])=[CH:19][CH:20]=4)[C:11]=3[CH:22]=2)=[N:4][N:3]=1. The catalyst class is: 42.